Dataset: CYP2D6 inhibition data for predicting drug metabolism from PubChem BioAssay. Task: Regression/Classification. Given a drug SMILES string, predict its absorption, distribution, metabolism, or excretion properties. Task type varies by dataset: regression for continuous measurements (e.g., permeability, clearance, half-life) or binary classification for categorical outcomes (e.g., BBB penetration, CYP inhibition). Dataset: cyp2d6_veith. (1) The compound is Cc1ccc(S(=O)(=O)/C(C#N)=C/c2c(N3CC(C)OC(C)C3)nc3ccccn3c2=O)cc1. The result is 0 (non-inhibitor). (2) The result is 0 (non-inhibitor). The drug is c1cncc(-c2cc(-c3cc(-c4cccnc4)n[nH]3)[nH]n2)c1. (3) The molecule is O=c1c(-c2ccc(F)cc2)nc2cnc(N3CCNCC3)nc2n1C1CC1. The result is 0 (non-inhibitor). (4) The compound is N1=C(c2nnc(-c3nn[nH]n3)nn2)NNN1. The result is 0 (non-inhibitor). (5) The molecule is Cc1ccccc1-c1ccc2ncnc(N(C)Cc3ccco3)c2c1. The result is 1 (inhibitor).